From a dataset of Forward reaction prediction with 1.9M reactions from USPTO patents (1976-2016). Predict the product of the given reaction. (1) Given the reactants [OH:1][C:2]1[CH:7]=[CH:6][C:5]([CH2:8][C:9]([OH:11])=[O:10])=[CH:4][CH:3]=1.[C:12](=O)(O)[O-].[Na+], predict the reaction product. The product is: [OH:1][C:2]1[CH:3]=[CH:4][C:5]([CH2:8][C:9]([O:11][CH3:12])=[O:10])=[CH:6][CH:7]=1. (2) Given the reactants [CH:1]([CH:4]1[CH2:8][CH2:7][C:6](=O)[CH:5]1[C:10]([O:12][CH3:13])=[O:11])([CH3:3])[CH3:2].C([O-])(=O)C.[NH4+:18], predict the reaction product. The product is: [NH2:18][C:6]1[CH2:7][CH2:8][CH:4]([CH:1]([CH3:3])[CH3:2])[C:5]=1[C:10]([O:12][CH3:13])=[O:11]. (3) The product is: [CH3:38][O:39][C:40]1([CH3:75])[C:45]2=[N:46][C:47]([C:57]3[CH:62]=[CH:61][C:60]([CH3:63])=[CH:59][CH:58]=3)=[C:48]([C:50]3[CH:51]=[CH:52][C:53]([CH3:56])=[CH:54][CH:55]=3)[N:49]=[C:44]2[N:43]([CH2:64][CH2:65][CH2:66][CH2:67][CH2:68][CH2:69][C:70]([O:72][CH2:73][CH3:74])=[O:71])[CH2:42][CH2:41]1.[OH:1][C:2]1([CH3:37])[C:7]2=[N:8][C:9]([C:19]3[CH:24]=[CH:23][C:22]([CH3:25])=[CH:21][CH:20]=3)=[C:10]([C:12]3[CH:13]=[CH:14][C:15]([CH3:18])=[CH:16][CH:17]=3)[N:11]=[C:6]2[N:5]([CH2:26][CH2:27][CH2:28][CH2:29][CH2:30][CH2:31][C:32]([O:34][CH2:35][CH3:36])=[O:33])[CH2:4][CH2:3]1. Given the reactants [OH:1][C:2]1([CH3:37])[C:7]2=[N:8][C:9]([C:19]3[CH:24]=[CH:23][C:22]([CH3:25])=[CH:21][CH:20]=3)=[C:10]([C:12]3[CH:17]=[CH:16][C:15]([CH3:18])=[CH:14][CH:13]=3)[N:11]=[C:6]2[N:5]([CH2:26][CH2:27][CH2:28][CH2:29][CH2:30][CH2:31][C:32]([O:34][CH2:35][CH3:36])=[O:33])[CH2:4][CH2:3]1.[CH3:38][O:39][C:40]1([CH3:75])[C:45]2=[N:46][C:47]([C:57]3[CH:62]=[CH:61][C:60]([CH3:63])=[CH:59][CH:58]=3)=[C:48]([C:50]3[CH:55]=[CH:54][C:53]([CH3:56])=[CH:52][CH:51]=3)[N:49]=[C:44]2[N:43]([CH2:64][CH2:65][CH2:66][CH2:67][CH2:68][CH2:69][C:70]([O:72][CH2:73][CH3:74])=[O:71])[CH2:42][CH2:41]1, predict the reaction product. (4) Given the reactants [CH3:1][NH:2][C:3]1[CH:4]=[N:5][CH:6]=[CH:7][C:8]=1[C:9]1[CH:14]=[CH:13][CH:12]=[CH:11][C:10]=1[CH3:15].[F:16][C:17]([F:32])([F:31])[C:18]1[CH:19]=[C:20]([CH:24]=[CH:25][C:26]=1[C:27]([F:30])([F:29])[F:28])[C:21](O)=[O:22], predict the reaction product. The product is: [CH3:1][N:2]([C:3]1[CH:4]=[N:5][CH:6]=[CH:7][C:8]=1[C:9]1[CH:14]=[CH:13][CH:12]=[CH:11][C:10]=1[CH3:15])[C:21](=[O:22])[C:20]1[CH:24]=[CH:25][C:26]([C:27]([F:28])([F:29])[F:30])=[C:18]([C:17]([F:16])([F:31])[F:32])[CH:19]=1. (5) Given the reactants [C:1]([O:4][CH2:5][C:6]1[C:7]([N:21]2[CH2:32][CH2:31][C:30]3[C:29]4[CH2:28][C:27]([CH3:34])([CH3:33])[CH2:26][C:25]=4[S:24][C:23]=3[C:22]2=[O:35])=[N:8][CH:9]=[CH:10][C:11]=1B1OC(C)(C)C(C)(C)O1)(=[O:3])[CH3:2].Br[C:37]1[CH:38]=[C:39]([NH:45][C:46]2[N:47]=[N:48][N:49]([CH3:51])[CH:50]=2)[C:40](=[O:44])[N:41]([CH3:43])[CH:42]=1.C([O-])(=O)C.[K+].[O-]P([O-])([O-])=O.[K+].[K+].[K+], predict the reaction product. The product is: [C:1]([O:4][CH2:5][C:6]1[C:7]([N:21]2[CH2:32][CH2:31][C:30]3[C:29]4[CH2:28][C:27]([CH3:34])([CH3:33])[CH2:26][C:25]=4[S:24][C:23]=3[C:22]2=[O:35])=[N:8][CH:9]=[CH:10][C:11]=1[C:37]1[CH:38]=[C:39]([NH:45][C:46]2[N:47]=[N:48][N:49]([CH3:51])[CH:50]=2)[C:40](=[O:44])[N:41]([CH3:43])[CH:42]=1)(=[O:3])[CH3:2].